This data is from Catalyst prediction with 721,799 reactions and 888 catalyst types from USPTO. The task is: Predict which catalyst facilitates the given reaction. (1) Reactant: [CH2:1]([O:8][C:9]1[C:14]([O:15][CH3:16])=[CH:13][C:12]([C:17]([N:19]2[CH2:24][CH2:23][N:22]([C:25]3[N:30]=[CH:29][CH:28]=[CH:27][N:26]=3)[CH2:21][CH2:20]2)=[O:18])=[C:11]([N+:31]([O-])=O)[CH:10]=1)[C:2]1[CH:7]=[CH:6][CH:5]=[CH:4][CH:3]=1.O.O.Cl[Sn]Cl. Product: [NH2:31][C:11]1[CH:10]=[C:9]([O:8][CH2:1][C:2]2[CH:7]=[CH:6][CH:5]=[CH:4][CH:3]=2)[C:14]([O:15][CH3:16])=[CH:13][C:12]=1[C:17]([N:19]1[CH2:20][CH2:21][N:22]([C:25]2[N:26]=[CH:27][CH:28]=[CH:29][N:30]=2)[CH2:23][CH2:24]1)=[O:18]. The catalyst class is: 5. (2) Reactant: [OH-].[Li+].C[O:4][C:5]([C:7]1[NH:8][C:9](=[O:25])[N:10]([CH:12]2[CH2:17][CH2:16][N:15]([C:18]([O:20][C:21]([CH3:24])([CH3:23])[CH3:22])=[O:19])[CH2:14][CH2:13]2)[CH:11]=1)=[O:6]. Product: [C:21]([O:20][C:18]([N:15]1[CH2:16][CH2:17][CH:12]([N:10]2[CH:11]=[C:7]([C:5]([OH:6])=[O:4])[NH:8][C:9]2=[O:25])[CH2:13][CH2:14]1)=[O:19])([CH3:24])([CH3:22])[CH3:23]. The catalyst class is: 5.